Predict the reactants needed to synthesize the given product. From a dataset of Full USPTO retrosynthesis dataset with 1.9M reactions from patents (1976-2016). (1) Given the product [Si:42]([O:49][CH2:50][CH2:51][NH:52][C:53]1[CH:58]=[CH:57][C:56]([NH:59][C:60]([C:62]2[NH:66][CH:65]=[N:64][C:63]=2[C:67]([NH:15][C:14]2[CH:16]=[CH:17][C:11]([Cl:10])=[CH:12][CH:13]=2)=[O:68])=[O:61])=[CH:55][CH:54]=1)([C:45]([CH3:48])([CH3:46])[CH3:47])([CH3:44])[CH3:43], predict the reactants needed to synthesize it. The reactants are: C(N(CC)C(C)C)(C)C.[Cl:10][C:11]1[CH:17]=[CH:16][C:14]([NH2:15])=[CH:13][CH:12]=1.F[P-](F)(F)(F)(F)F.N1(OC(N(C)C)=[N+](C)C)C2N=CC=CC=2N=N1.[Si:42]([O:49][CH2:50][CH2:51][NH:52][C:53]1[CH:58]=[CH:57][C:56]([NH:59][C:60]([C:62]2[NH:66][CH:65]=[N:64][C:63]=2[C:67](O)=[O:68])=[O:61])=[CH:55][CH:54]=1)([C:45]([CH3:48])([CH3:47])[CH3:46])([CH3:44])[CH3:43]. (2) The reactants are: [C:1]([C:3]1[N:7]([CH:8]2[CH2:13][CH2:12][N:11]([C:14]([O:16][CH:17]([CH3:19])[CH3:18])=[O:15])[CH2:10][CH2:9]2)[N:6]=[CH:5][C:4]=1[CH2:20][OH:21])#[N:2].[F:22][C:23]1[CH:28]=[C:27]([C:29]2[N:30]=[N:31][N:32]([CH2:34][CH2:35][O:36][Si:37]([CH3:40])([CH3:39])[CH3:38])[N:33]=2)[CH:26]=[CH:25][C:24]=1O.C1(P(C2C=CC=CC=2)C2C=CC=CC=2)C=CC=CC=1.N(C(OCC)=O)=NC(OCC)=O. Given the product [C:1]([C:3]1[N:7]([CH:8]2[CH2:13][CH2:12][N:11]([C:14]([O:16][CH:17]([CH3:19])[CH3:18])=[O:15])[CH2:10][CH2:9]2)[N:6]=[CH:5][C:4]=1[CH2:20][O:21][C:24]1[CH:25]=[CH:26][C:27]([C:29]2[N:30]=[N:31][N:32]([CH2:34][CH2:35][O:36][Si:37]([CH3:39])([CH3:38])[CH3:40])[N:33]=2)=[CH:28][C:23]=1[F:22])#[N:2], predict the reactants needed to synthesize it. (3) Given the product [Br:28][C:11]1[NH:12][C:13]2[C:20]3[C:10]=1[CH2:9][C@@H:8]1[C:18](=[CH:19][C@@H:4]([C:2]([OH:1])=[O:3])[CH2:5][N:6]1[CH3:7])[C:17]=3[CH:16]=[CH:15][CH:14]=2, predict the reactants needed to synthesize it. The reactants are: [OH:1][C:2]([C@@H:4]1[CH:19]=[C:18]2[C@@H:8]([CH2:9][C:10]3[C:20]4[C:13](=[CH:14][CH:15]=[CH:16][C:17]2=4)[NH:12][CH:11]=3)[N:6]([CH3:7])[CH2:5]1)=[O:3].C(O)(C(F)(F)F)=O.[Br:28]Br. (4) Given the product [C:17]([O:25][CH2:26][CH2:27][O:28][C:29]1[CH:34]=[CH:33][CH:32]=[C:31]([CH2:35][N:1]2[CH2:5][CH2:4][CH:3]([NH:6][C:7]3[CH:16]=[CH:15][CH:14]=[C:13]4[C:8]=3[CH:9]=[CH:10][N:11]=[CH:12]4)[CH2:2]2)[CH:30]=1)(=[O:24])[C:18]1[CH:19]=[CH:20][CH:21]=[CH:22][CH:23]=1, predict the reactants needed to synthesize it. The reactants are: [NH:1]1[CH2:5][CH2:4][CH:3]([NH:6][C:7]2[C:8]3[CH:9]=[CH:10][N:11]=[CH:12][C:13]=3[CH:14]=[CH:15][CH:16]=2)[CH2:2]1.[C:17]([O:25][CH2:26][CH2:27][O:28][C:29]1[CH:34]=[CH:33][CH:32]=[C:31]([CH:35]=O)[CH:30]=1)(=[O:24])[C:18]1[CH:23]=[CH:22][CH:21]=[CH:20][CH:19]=1.C(O[BH-](OC(=O)C)OC(=O)C)(=O)C.[Na+]. (5) Given the product [F:1][C:2]1[CH:7]=[CH:6][CH:5]=[CH:4][C:3]=1[C:8]1[CH:9]=[CH:10][C:11]([CH2:14][Br:15])=[CH:12][CH:13]=1, predict the reactants needed to synthesize it. The reactants are: [F:1][C:2]1[CH:7]=[CH:6][CH:5]=[CH:4][C:3]=1[C:8]1[CH:13]=[CH:12][C:11]([CH3:14])=[CH:10][CH:9]=1.[Br:15]N1C(=O)CCC1=O.N(C(C)(C)C#N)=NC(C)(C)C#N. (6) The reactants are: [N:1]1([C:7]2[N:8]=[C:9]([CH2:14][C:15]([O-:17])=O)[NH:10][C:11](=[O:13])[CH:12]=2)[CH2:6][CH2:5][O:4][CH2:3][CH2:2]1.[Na+].[CH2:19]([CH:21]1[CH2:29][C:28]2[C:23](=[CH:24][CH:25]=[CH:26][CH:27]=2)[NH:22]1)[CH3:20].Cl.CN(C)CCCN=C=NCC. Given the product [CH2:19]([CH:21]1[CH2:29][C:28]2[C:23](=[CH:24][CH:25]=[CH:26][CH:27]=2)[N:22]1[C:15](=[O:17])[CH2:14][C:9]1[NH:10][C:11](=[O:13])[CH:12]=[C:7]([N:1]2[CH2:2][CH2:3][O:4][CH2:5][CH2:6]2)[N:8]=1)[CH3:20], predict the reactants needed to synthesize it. (7) The reactants are: [CH2:1]([O:3][C:4](=[O:29])[CH2:5][CH:6]1[C:14]2[C:9](=[C:10]([Br:28])[C:11]([O:16][C:17]3[CH:22]=[CH:21][C:20]([O:23]C)=[C:19]([CH:25]([CH3:27])[CH3:26])[CH:18]=3)=[C:12]([Br:15])[CH:13]=2)[CH2:8][CH2:7]1)[CH3:2]. Given the product [CH2:1]([O:3][C:4](=[O:29])[CH2:5][CH:6]1[C:14]2[C:9](=[C:10]([Br:28])[C:11]([O:16][C:17]3[CH:22]=[CH:21][C:20]([OH:23])=[C:19]([CH:25]([CH3:26])[CH3:27])[CH:18]=3)=[C:12]([Br:15])[CH:13]=2)[CH2:8][CH2:7]1)[CH3:2], predict the reactants needed to synthesize it. (8) Given the product [NH2:1][C:2]1[N:3]=[C:4]([Cl:23])[C:5]2=[C:6]([N:8]([CH2:12][C:13]3[C:18]([CH3:19])=[C:17]([O:20][CH3:21])[C:16]([CH3:22])=[CH:15][N:14]=3)[C:9](=[O:11])/[C:10]/2=[CH:24]\[C:26]2[NH:30][CH:29]=[C:28]([C:31]([OH:33])=[O:32])[CH:27]=2)[N:7]=1, predict the reactants needed to synthesize it. The reactants are: [NH2:1][C:2]1[N:3]=[C:4]([Cl:23])[C:5]2[CH2:10][C:9](=[O:11])[N:8]([CH2:12][C:13]3[C:18]([CH3:19])=[C:17]([O:20][CH3:21])[C:16]([CH3:22])=[CH:15][N:14]=3)[C:6]=2[N:7]=1.[CH:24]([C:26]1[NH:30][CH:29]=[C:28]([C:31]([OH:33])=[O:32])[CH:27]=1)=O.N1CCCCC1. (9) Given the product [NH2:1][C:2]1[C:7]([C:8]([C:10]2[CH:15]=[C:14]([F:16])[CH:13]=[CH:12][C:11]=2[O:17][CH3:18])=[O:9])=[CH:6][N:5]=[C:4]([NH:19][CH:20]2[CH2:25][CH2:24][N:23]([S:26]([CH2:29][CH2:30][CH2:31][N:39]3[CH2:40][CH2:41][N:36]([CH3:35])[CH2:37][CH2:38]3)(=[O:28])=[O:27])[CH2:22][CH2:21]2)[N:3]=1, predict the reactants needed to synthesize it. The reactants are: [NH2:1][C:2]1[C:7]([C:8]([C:10]2[CH:15]=[C:14]([F:16])[CH:13]=[CH:12][C:11]=2[O:17][CH3:18])=[O:9])=[CH:6][N:5]=[C:4]([NH:19][CH:20]2[CH2:25][CH2:24][N:23]([S:26]([CH2:29][CH2:30][CH2:31]Cl)(=[O:28])=[O:27])[CH2:22][CH2:21]2)[N:3]=1.[I-].[K+].[CH3:35][N:36]1[CH2:41][CH2:40][NH:39][CH2:38][CH2:37]1.